The task is: Predict the reactants needed to synthesize the given product.. This data is from Full USPTO retrosynthesis dataset with 1.9M reactions from patents (1976-2016). (1) The reactants are: [OH-].[Na+].[CH2:3]([OH:23])[CH2:4][CH2:5][CH2:6]/[CH:7]=[CH:8]\[CH2:9]/[CH:10]=[CH:11]\[CH2:12]/[CH:13]=[CH:14]\[CH2:15]/[CH:16]=[CH:17]\[CH2:18]/[CH:19]=[CH:20]\[CH2:21][CH3:22].[C:24]([O:28][C:29](=[O:34])[CH:30](Br)[CH2:31]C)([CH3:27])([CH3:26])[CH3:25].[CH3:35][CH2:36]CCCCC. Given the product [CH2:3]([O:23][CH:30]([CH3:31])[C:29]([O:28][C:24]([CH3:25])([CH3:26])[CH3:27])=[O:34])[CH2:4][CH2:5]/[CH:6]=[CH:7]\[CH2:8]/[CH:9]=[CH:10]\[CH2:11]/[CH:12]=[CH:13]\[CH2:14]/[CH:15]=[CH:16]\[CH2:17]/[CH:18]=[CH:19]\[CH2:20]/[CH:21]=[CH:22]\[CH2:35][CH3:36], predict the reactants needed to synthesize it. (2) Given the product [CH3:15][N:16]([CH3:18])[CH:17]=[N:14][S:11]([C:8]1[CH:7]=[CH:6][C:5]([C:1](=[O:4])[CH2:2][CH3:3])=[CH:10][CH:9]=1)(=[O:12])=[O:13], predict the reactants needed to synthesize it. The reactants are: [C:1]([C:5]1[CH:10]=[CH:9][C:8]([S:11]([NH2:14])(=[O:13])=[O:12])=[CH:7][CH:6]=1)(=[O:4])[CH2:2][CH3:3].[CH3:15][N:16]([CH:18]=O)[CH3:17].CN(C(OC)OC)C. (3) The reactants are: [O:1]=[C:2]1[NH:7][C:6]2[CH:8]=[CH:9][C:10]([NH:12][C:13](=[O:17])[C:14]([OH:16])=O)=[CH:11][C:5]=2[O:4][CH2:3]1.[CH2:18]([O:25][CH:26]1[CH2:31][CH2:30][NH:29][CH2:28][CH2:27]1)[C:19]1[CH:24]=[CH:23][CH:22]=[CH:21][CH:20]=1. Given the product [CH2:18]([O:25][CH:26]1[CH2:31][CH2:30][N:29]([C:14](=[O:16])[C:13]([NH:12][C:10]2[CH:9]=[CH:8][C:6]3[NH:7][C:2](=[O:1])[CH2:3][O:4][C:5]=3[CH:11]=2)=[O:17])[CH2:28][CH2:27]1)[C:19]1[CH:20]=[CH:21][CH:22]=[CH:23][CH:24]=1, predict the reactants needed to synthesize it. (4) Given the product [Cl:1][C:2]1[CH:3]=[C:4]([C:9]2[CH:10]=[C:11]([N:21]3[CH2:22][CH2:23][N:24]([C:27]4[C:28]([CH3:34])=[CH:29][C:30]([O:33][CH3:37])=[CH:31][N:32]=4)[CH2:25][CH2:26]3)[N:12]=[C:13]([N:15]3[CH2:19][CH2:18][CH2:17][CH:16]3[CH3:20])[N:14]=2)[CH:5]=[CH:6][C:7]=1[F:8], predict the reactants needed to synthesize it. The reactants are: [Cl:1][C:2]1[CH:3]=[C:4]([C:9]2[N:14]=[C:13]([N:15]3[CH2:19][CH2:18][CH2:17][CH:16]3[CH3:20])[N:12]=[C:11]([N:21]3[CH2:26][CH2:25][N:24]([C:27]4[N:32]=[CH:31][C:30]([OH:33])=[CH:29][C:28]=4[CH3:34])[CH2:23][CH2:22]3)[CH:10]=2)[CH:5]=[CH:6][C:7]=1[F:8].[H-].[Na+].[CH3:37]I. (5) Given the product [F:73][C:33]([F:32])([F:72])[C:34]1[CH:35]=[C:36]([C:44]([CH3:70])([CH3:71])[C:45]([N:47]([CH3:48])[C:49]2[C:50]([C:62]3[CH:67]=[CH:66][C:65]([F:68])=[CH:64][C:63]=3[CH3:69])=[CH:51][C:52]([N:55]3[CH2:60][CH2:59][CH:58]([O:61][C:74](=[S:76])[CH3:75])[CH2:57][CH2:56]3)=[N:53][CH:54]=2)=[O:46])[CH:37]=[C:38]([C:40]([F:41])([F:42])[F:43])[CH:39]=1, predict the reactants needed to synthesize it. The reactants are: C1(P(C2C=CC=CC=2)C2C=CC=CC=2)C=CC=CC=1.N(C(OCC)=O)=NC(OCC)=O.[F:32][C:33]([F:73])([F:72])[C:34]1[CH:35]=[C:36]([C:44]([CH3:71])([CH3:70])[C:45]([N:47]([C:49]2[C:50]([C:62]3[CH:67]=[CH:66][C:65]([F:68])=[CH:64][C:63]=3[CH3:69])=[CH:51][C:52]([N:55]3[CH2:60][CH2:59][CH:58]([OH:61])[CH2:57][CH2:56]3)=[N:53][CH:54]=2)[CH3:48])=[O:46])[CH:37]=[C:38]([C:40]([F:43])([F:42])[F:41])[CH:39]=1.[C:74](O)(=[S:76])[CH3:75]. (6) Given the product [O:26]1[C:22]2[CH:21]=[CH:20][CH:19]=[C:18]([NH:17][C:7]3[C:6]4[C:11](=[C:12]([CH3:13])[C:3]([S:28][CH3:27])=[CH:4][CH:5]=4)[N:10]=[CH:9][C:8]=3[C:14]([NH2:16])=[O:15])[C:23]=2[CH2:24][CH2:25]1, predict the reactants needed to synthesize it. The reactants are: Cl.Cl[C:3]1[C:12]([CH3:13])=[C:11]2[C:6]([C:7]([NH:17][C:18]3[C:23]4[CH2:24][CH2:25][O:26][C:22]=4[CH:21]=[CH:20][CH:19]=3)=[C:8]([C:14]([NH2:16])=[O:15])[CH:9]=[N:10]2)=[CH:5][CH:4]=1.[CH3:27][S-:28].[Na+].C(=O)([O-])[O-].[K+].[K+].O. (7) Given the product [F:1][C:2]1[C:7]([F:8])=[C:6]([OH:9])[CH:5]=[CH:4][C:3]=1[CH:11]1[CH2:13][CH:12]1[CH2:14][C:15]([O:17][CH2:18][CH3:19])=[O:16], predict the reactants needed to synthesize it. The reactants are: [F:1][C:2]1[C:7]([F:8])=[C:6]([O:9]C)[CH:5]=[CH:4][C:3]=1[CH:11]1[CH2:13][CH:12]1[CH2:14][C:15]([O:17][CH2:18][CH3:19])=[O:16].B(Br)(Br)Br. (8) Given the product [Cl:31][CH2:2][C:3]1[CH:26]=[CH:25][C:6]([O:7][CH2:8][C:9]2[N:10]=[C:11]([C:15]3[CH:16]=[C:17]([CH:22]=[CH:23][CH:24]=3)[C:18]([O:20][CH3:21])=[O:19])[O:12][C:13]=2[CH3:14])=[C:5]([O:27][CH3:28])[CH:4]=1, predict the reactants needed to synthesize it. The reactants are: O[CH2:2][C:3]1[CH:26]=[CH:25][C:6]([O:7][CH2:8][C:9]2[N:10]=[C:11]([C:15]3[CH:16]=[C:17]([CH:22]=[CH:23][CH:24]=3)[C:18]([O:20][CH3:21])=[O:19])[O:12][C:13]=2[CH3:14])=[C:5]([O:27][CH3:28])[CH:4]=1.S(Cl)([Cl:31])=O. (9) Given the product [CH3:29][Si:30]([C:33]#[C:34][C:2]1[CH:7]=[CH:6][C:5]([C:8]#[C:9][C:10]2[CH:15]=[CH:14][C:13]([C:21]#[C:17][Si:30]([CH3:32])([CH3:31])[CH3:29])=[CH:12][CH:11]=2)=[CH:4][CH:3]=1)([CH3:32])[CH3:31], predict the reactants needed to synthesize it. The reactants are: I[C:2]1[CH:7]=[CH:6][C:5]([C:8]#[C:9][C:10]2[CH:15]=[CH:14][C:13](I)=[CH:12][CH:11]=2)=[CH:4][CH:3]=1.[CH2:17]1[CH2:21]OCC1.CCN(CC)CC.[CH3:29][Si:30]([C:33]#[CH:34])([CH3:32])[CH3:31]. (10) Given the product [Cl:21][C:18]1[CH:19]=[CH:20][C:15]([NH:14][C:12]([CH2:11][N:6]2[C:5]([C:3]([OH:2])=[O:4])=[CH:9][N:8]=[CH:7]2)=[O:13])=[N:16][CH:17]=1, predict the reactants needed to synthesize it. The reactants are: C[O:2][C:3]([C:5]1[NH:6][CH:7]=[N:8][CH:9]=1)=[O:4].Br[CH2:11][C:12]([NH:14][C:15]1[CH:20]=[CH:19][C:18]([Cl:21])=[CH:17][N:16]=1)=[O:13].C([O-])([O-])=O.[K+].[K+].